Task: Predict the reactants needed to synthesize the given product.. Dataset: Full USPTO retrosynthesis dataset with 1.9M reactions from patents (1976-2016) (1) Given the product [CH2:18]([O:20][C:21](=[O:26])[CH2:22][CH2:23][CH2:24][O:17][C:3]1[CH:4]=[CH:5][C:6]([B:8]2[O:12][C:11]([CH3:13])([CH3:14])[C:10]([CH3:16])([CH3:15])[O:9]2)=[CH:7][C:2]=1[F:1])[CH3:19], predict the reactants needed to synthesize it. The reactants are: [F:1][C:2]1[CH:7]=[C:6]([B:8]2[O:12][C:11]([CH3:14])([CH3:13])[C:10]([CH3:16])([CH3:15])[O:9]2)[CH:5]=[CH:4][C:3]=1[OH:17].[CH2:18]([O:20][C:21](=[O:26])[CH2:22][CH2:23][CH2:24]Br)[CH3:19].C([O-])([O-])=O.[Cs+].[Cs+]. (2) The reactants are: [Br:1][C:2]1[C:6]([C:7]#[N:8])=[C:5]([Br:9])[S:4][C:3]=1[C:10]([OH:12])=O.S(Cl)(Cl)=O.C(#[N:19])C.C(Cl)Cl.N.O1CCOCC1. Given the product [Br:1][C:2]1[C:6]([C:7]#[N:8])=[C:5]([Br:9])[S:4][C:3]=1[C:10]([NH2:19])=[O:12], predict the reactants needed to synthesize it. (3) Given the product [CH:13]1[C:26]2[CH:25]=[CH:24][C:23]3[C:18](=[CH:19][CH:20]=[CH:21][CH:22]=3)[C:17]=2[CH:16]=[CH:15][C:14]=1[C:27]1[N:31]([C:32]2[CH:33]=[CH:34][C:35]([NH:38][S:2]([NH2:5])(=[O:4])=[O:3])=[CH:36][CH:37]=2)[N:30]=[C:29]([C:39]([F:42])([F:40])[F:41])[CH:28]=1, predict the reactants needed to synthesize it. The reactants are: Cl[S:2]([N:5]=C=O)(=[O:4])=[O:3].CC(O)(C)C.[CH:13]1[C:26]2[CH:25]=[CH:24][C:23]3[C:18](=[CH:19][CH:20]=[CH:21][CH:22]=3)[C:17]=2[CH:16]=[CH:15][C:14]=1[C:27]1[N:31]([C:32]2[CH:37]=[CH:36][C:35]([NH2:38])=[CH:34][CH:33]=2)[N:30]=[C:29]([C:39]([F:42])([F:41])[F:40])[CH:28]=1.C(N(CC)CC)C. (4) Given the product [CH2:51]([N:58]([CH2:59][C@@H:60]([C:62]1[CH:73]=[CH:72][C:65]2[O:66][C:67]([CH3:70])([CH3:71])[O:68][CH2:69][C:64]=2[CH:63]=1)[OH:61])[CH2:2][CH2:3][CH2:4][CH2:5][CH2:6][CH2:7][O:8][CH2:9][CH2:10][C:11]#[C:12][C:13]1[CH:14]=[C:15]([N:19]2[C:23](=[O:24])[CH2:22][NH:21][C:20]2=[O:25])[CH:16]=[CH:17][CH:18]=1)[C:52]1[CH:53]=[CH:54][CH:55]=[CH:56][CH:57]=1, predict the reactants needed to synthesize it. The reactants are: Br[CH2:2][CH2:3][CH2:4][CH2:5][CH2:6][CH2:7][O:8][CH2:9][CH2:10][C:11]#[C:12][C:13]1[CH:14]=[C:15]([N:19]2[C:23](=[O:24])[CH2:22][NH:21][C:20]2=[O:25])[CH:16]=[CH:17][CH:18]=1.ICCCCCCOCCC#CC1C=C(N2C(=O)CNC2=O)C=CC=1.[CH2:51]([NH:58][CH2:59][C@@H:60]([C:62]1[CH:73]=[CH:72][C:65]2[O:66][C:67]([CH3:71])([CH3:70])[O:68][CH2:69][C:64]=2[CH:63]=1)[OH:61])[C:52]1[CH:57]=[CH:56][CH:55]=[CH:54][CH:53]=1. (5) The reactants are: [CH3:1][N:2]1[C:6]([CH3:7])=[C:5]([C:8](O)=[O:9])[C:4]([C:11]([F:14])([F:13])[F:12])=[N:3]1.S(Cl)([Cl:17])=O. Given the product [CH3:1][N:2]1[C:6]([CH3:7])=[C:5]([C:8]([Cl:17])=[O:9])[C:4]([C:11]([F:14])([F:13])[F:12])=[N:3]1, predict the reactants needed to synthesize it.